This data is from Reaction yield outcomes from USPTO patents with 853,638 reactions. The task is: Predict the reaction yield, written as a fraction of the theoretical maximum amount of product (1.0 means a 100% yield; for example, 0.34 means a 34% yield). The reactants are [NH2:1][C:2]1[CH:10]=[CH:9][C:8]([I:11])=[CH:7][C:3]=1[C:4](O)=[O:5].C(O)(=O)C.[CH:16](N)=[NH:17]. The yield is 0.810. The catalyst is C(O)C. The product is [I:11][C:8]1[CH:7]=[C:3]2[C:2](=[CH:10][CH:9]=1)[N:1]=[CH:16][NH:17][C:4]2=[O:5].